This data is from Forward reaction prediction with 1.9M reactions from USPTO patents (1976-2016). The task is: Predict the product of the given reaction. Given the reactants [CH2:1]([O:3][C:4](=[O:12])[C:5]1[CH:10]=[CH:9][C:8]([NH2:11])=[CH:7][CH:6]=1)[CH3:2].C(N(CC)CC)C.[F:20][C:21]([F:38])([F:37])[C:22]1[CH:27]=[CH:26][C:25]([C:28]2[C:29]([C:34](Cl)=[O:35])=[CH:30][CH:31]=[CH:32][CH:33]=2)=[CH:24][CH:23]=1.FC(F)(F)C1C=CC(C2C(C(O)=O)=CC=CC=2)=CC=1, predict the reaction product. The product is: [CH2:1]([O:3][C:4](=[O:12])[C:5]1[CH:10]=[CH:9][C:8]([NH:11][C:34]([C:29]2[C:28]([C:25]3[CH:26]=[CH:27][C:22]([C:21]([F:20])([F:37])[F:38])=[CH:23][CH:24]=3)=[CH:33][CH:32]=[CH:31][CH:30]=2)=[O:35])=[CH:7][CH:6]=1)[CH3:2].